This data is from Forward reaction prediction with 1.9M reactions from USPTO patents (1976-2016). The task is: Predict the product of the given reaction. Given the reactants CN(C)S([N:6]1[CH:10]=[CH:9][N:8]=[C:7]1[CH:11]([C:13]1[CH:18]=[CH:17][C:16]([C:19]2[O:20][CH2:21]C(C)(C)N=2)=[CH:15][CH:14]=1)[OH:12])(=O)=O.[OH-:27].[K+], predict the reaction product. The product is: [NH:6]1[CH:10]=[CH:9][N:8]=[C:7]1[C:11]([C:13]1[CH:18]=[CH:17][C:16]([C:19]([O:20][CH3:21])=[O:27])=[CH:15][CH:14]=1)=[O:12].[NH:6]1[CH:10]=[CH:9][N:8]=[C:7]1[CH:11]([OH:12])[C:13]1[CH:18]=[CH:17][C:16]([C:19]([O:20][CH3:21])=[O:27])=[CH:15][CH:14]=1.